Dataset: Full USPTO retrosynthesis dataset with 1.9M reactions from patents (1976-2016). Task: Predict the reactants needed to synthesize the given product. Given the product [CH2:1]([N:8]1[CH2:13][CH2:12][CH:11]([NH:21][CH:18]2[CH2:20][CH2:19]2)[C:10]([CH2:16][CH3:17])([CH3:15])[CH2:9]1)[C:2]1[CH:7]=[CH:6][CH:5]=[CH:4][CH:3]=1, predict the reactants needed to synthesize it. The reactants are: [CH2:1]([N:8]1[CH2:13][CH2:12][C:11](=O)[C:10]([CH2:16][CH3:17])([CH3:15])[CH2:9]1)[C:2]1[CH:7]=[CH:6][CH:5]=[CH:4][CH:3]=1.[CH:18]1([NH2:21])[CH2:20][CH2:19]1.C([BH3-])#N.[Na+].